Dataset: Retrosynthesis with 50K atom-mapped reactions and 10 reaction types from USPTO. Task: Predict the reactants needed to synthesize the given product. Given the product CS(=O)(=O)Oc1ccc2c(C(=O)c3ccc(OCCN4CCCCC4)cc3)c(OS(=O)(=O)C(F)(F)F)ccc2c1, predict the reactants needed to synthesize it. The reactants are: CS(=O)(=O)Cl.O=C(c1ccc(OCCN2CCCCC2)cc1)c1c(OS(=O)(=O)C(F)(F)F)ccc2cc(O)ccc12.